This data is from Catalyst prediction with 721,799 reactions and 888 catalyst types from USPTO. The task is: Predict which catalyst facilitates the given reaction. (1) Reactant: O.C1(C)C=CC(C([C@](C(O)=O)(O)[C@](C(C2C=CC(C)=CC=2)=O)(O)C(O)=O)=O)=CC=1.[CH2:30]([N:33]1[C:37]([CH2:38][S@@:39]([C:41]2[CH:47]=[CH:46][C:44]([NH2:45])=[CH:43][CH:42]=2)=[O:40])=[CH:36][N:35]=[CH:34]1)[CH2:31][CH3:32]. Product: [CH2:30]([N:33]1[C:37]([CH2:38][S@@:39]([C:41]2[CH:42]=[CH:43][C:44]([NH2:45])=[CH:46][CH:47]=2)=[O:40])=[CH:36][N:35]=[CH:34]1)[CH2:31][CH3:32]. The catalyst class is: 33. (2) Reactant: C(=O)([O-])O.[Cs+:5].[C:6]([O:10][C:11]([NH:13][C@@H:14]([CH2:18][C:19]1[CH:24]=[CH:23][C:22]([O:25][CH2:26][C:27]2[CH:32]=[CH:31][CH:30]=[CH:29][CH:28]=2)=[C:21]([O:33][CH2:34][C:35]2[CH:40]=[CH:39][CH:38]=[CH:37][CH:36]=2)[CH:20]=1)[C:15]([OH:17])=[O:16])=[O:12])([CH3:9])([CH3:8])[CH3:7]. Product: [Cs+:5].[C:6]([O:10][C:11]([NH:13][C@@H:14]([CH2:18][C:19]1[CH:24]=[CH:23][C:22]([O:25][CH2:26][C:27]2[CH:32]=[CH:31][CH:30]=[CH:29][CH:28]=2)=[C:21]([O:33][CH2:34][C:35]2[CH:40]=[CH:39][CH:38]=[CH:37][CH:36]=2)[CH:20]=1)[C:15]([O-:17])=[O:16])=[O:12])([CH3:9])([CH3:7])[CH3:8]. The catalyst class is: 192. (3) Product: [F:1][C:2]1[CH:7]=[CH:6][CH:5]=[C:4]([F:8])[C:3]=1[NH:9][C:10](=[O:47])[C:11]1[CH:16]=[CH:15][CH:14]=[C:13]([C:17]2[N:18]=[C:19]3[CH:24]=[CH:23][CH:22]=[CH:21][N:20]3[C:25]=2[C:26]2[CH:31]=[CH:30][N:29]=[C:28]([NH:32][C:33]3[CH:38]=[CH:37][C:36]([O:39][CH:40]4[CH2:45][CH2:44][N:43]([CH2:49][CH2:48][S:50]([CH3:53])(=[O:52])=[O:51])[CH2:42][CH2:41]4)=[CH:35][C:34]=3[CH3:46])[N:27]=2)[CH:12]=1. The catalyst class is: 1. Reactant: [F:1][C:2]1[CH:7]=[CH:6][CH:5]=[C:4]([F:8])[C:3]=1[NH:9][C:10](=[O:47])[C:11]1[CH:16]=[CH:15][CH:14]=[C:13]([C:17]2[N:18]=[C:19]3[CH:24]=[CH:23][CH:22]=[CH:21][N:20]3[C:25]=2[C:26]2[CH:31]=[CH:30][N:29]=[C:28]([NH:32][C:33]3[CH:38]=[CH:37][C:36]([O:39][CH:40]4[CH2:45][CH2:44][NH:43][CH2:42][CH2:41]4)=[CH:35][C:34]=3[CH3:46])[N:27]=2)[CH:12]=1.[CH:48]([S:50]([CH3:53])(=[O:52])=[O:51])=[CH2:49]. (4) Reactant: [NH2:1][CH2:2][CH2:3][CH2:4][CH2:5][C:6]([OH:8])=[O:7].Cl.[C:10]([O-])(O)=O.[Na+].[Na+].[Cl-]. Product: [NH2:1][CH2:2][CH2:3][CH2:4][CH2:5][C:6]([O:8][CH3:10])=[O:7]. The catalyst class is: 5.